Dataset: Full USPTO retrosynthesis dataset with 1.9M reactions from patents (1976-2016). Task: Predict the reactants needed to synthesize the given product. (1) Given the product [C:60]([O:58][C:55]([NH:43][C:10]1[S:11][C:12]2=[CH:13][N:14]=[CH:15][CH:16]=[C:17]2[C:9]=1[N:8]([C:21]1[CH:26]=[CH:25][C:24]([F:27])=[C:23]([Cl:28])[CH:22]=1)[C:6](=[O:7])[O:5][C:1]([CH3:2])([CH3:4])[CH3:3])=[O:56])([CH3:63])([CH3:62])[CH3:61], predict the reactants needed to synthesize it. The reactants are: [C:1]([O:5][C:6]([N:8]([C:21]1[CH:26]=[CH:25][C:24]([F:27])=[C:23]([Cl:28])[CH:22]=1)[C:9]1[C:17]2[C:12](=[CH:13][N:14]=[CH:15][CH:16]=2)[S:11][C:10]=1C(O)=O)=[O:7])([CH3:4])([CH3:3])[CH3:2].C1C=CC(P([N:43]=[N+]=[N-])(C2C=CC=CC=2)=O)=CC=1.CCN(C(C)C)C(C)C.[C:55]([O-:58])(O)=[O:56].[Na+].[C:60](O)([CH3:63])([CH3:62])[CH3:61]. (2) Given the product [CH3:14][O:15][CH2:16][CH2:17][O:18][CH2:19][O:3][C:4]1[CH:5]=[CH:6][C:7]([C:8]([O:10][CH3:11])=[O:9])=[CH:12][CH:13]=1, predict the reactants needed to synthesize it. The reactants are: [H-].[Na+].[OH:3][C:4]1[CH:13]=[CH:12][C:7]([C:8]([O:10][CH3:11])=[O:9])=[CH:6][CH:5]=1.[CH3:14][O:15][CH2:16][CH2:17][O:18][CH2:19]Cl.O. (3) Given the product [ClH:16].[NH:8]1[CH2:12][CH2:11][CH2:10][C@@H:9]1[CH2:13][CH2:14][OH:15], predict the reactants needed to synthesize it. The reactants are: C(OC([N:8]1[CH2:12][CH2:11][CH2:10][C@@H:9]1[CH2:13][CH2:14][OH:15])=O)(C)(C)C.[ClH:16]. (4) Given the product [N:18]1[CH:19]=[CH:20][C:15]([CH:14]([C:21]2[CH:26]=[CH:25][N:24]=[CH:23][CH:22]=2)[CH2:13][NH:12][C:10]2[C:9]3[C:4](=[CH:5][CH:6]=[CH:7][CH:8]=3)[N:3]=[C:2]([C:29]3[CH:30]=[CH:31][C:32]([NH:34][S:35]([CH3:38])(=[O:36])=[O:37])=[CH:33][C:28]=3[CH3:27])[N:11]=2)=[CH:16][CH:17]=1, predict the reactants needed to synthesize it. The reactants are: Cl[C:2]1[N:11]=[C:10]([NH:12][CH2:13][CH:14]([C:21]2[CH:26]=[CH:25][N:24]=[CH:23][CH:22]=2)[C:15]2[CH:20]=[CH:19][N:18]=[CH:17][CH:16]=2)[C:9]2[C:4](=[CH:5][CH:6]=[CH:7][CH:8]=2)[N:3]=1.[CH3:27][C:28]1[CH:33]=[C:32]([NH:34][S:35]([CH3:38])(=[O:37])=[O:36])[CH:31]=[CH:30][C:29]=1B(O)O.C1(C(C2C=CC=CN=2)CNC2C3C(=CC=CC=3)N=C(C3C=CC(NS(C)(=O)=O)=CC=3)N=2)C=CC=CC=1. (5) Given the product [F:1][C:2]1[CH:16]=[CH:15][CH:14]=[C:4]2[C:3]=1[CH:8]([OH:9])[N:7]([CH2:10][CH:11]([CH3:12])[CH3:13])[C:5]2=[O:6], predict the reactants needed to synthesize it. The reactants are: [F:1][C:2]1[CH:16]=[CH:15][CH:14]=[C:4]2[C:5]([N:7]([CH2:10][CH:11]([CH3:13])[CH3:12])[C:8](=[O:9])[C:3]=12)=[O:6]. (6) Given the product [OH:14][C:15]1[CH:23]=[C:22]2[C:18]([C:19](=[CH:11][C:8]3[NH:9][CH:10]=[C:6]([CH2:5][CH2:4][C:1]([OH:3])=[O:2])[C:7]=3[CH3:13])[C:20](=[O:24])[NH:21]2)=[CH:17][CH:16]=1, predict the reactants needed to synthesize it. The reactants are: [C:1]([CH2:4][CH2:5][C:6]1[C:7]([CH3:13])=[C:8]([CH:11]=O)[NH:9][CH:10]=1)([OH:3])=[O:2].[OH:14][C:15]1[CH:23]=[C:22]2[C:18]([CH2:19][C:20](=[O:24])[NH:21]2)=[CH:17][CH:16]=1.N1CCCCC1. (7) Given the product [NH2:1][C:4]1[CH:5]=[C:6]2[C:10](=[CH:11][CH:12]=1)[NH:9][N:8]=[C:7]2[CH2:13][N:14]1[C:15](=[O:24])[C:16]2[C:21](=[CH:20][CH:19]=[CH:18][CH:17]=2)[C:22]1=[O:23], predict the reactants needed to synthesize it. The reactants are: [N+:1]([C:4]1[CH:5]=[C:6]2[C:10](=[CH:11][CH:12]=1)[NH:9][N:8]=[C:7]2[CH2:13][N:14]1[C:22](=[O:23])[C:21]2[C:16](=[CH:17][CH:18]=[CH:19][CH:20]=2)[C:15]1=[O:24])([O-])=O. (8) Given the product [CH2:5]([O:6][C:7](=[O:15])[CH2:8][C:9]1[CH:10]=[CH:11][CH:12]=[CH:13][C:2]=1[CH2:1][Br:4])[CH3:14], predict the reactants needed to synthesize it. The reactants are: [C:1]([Br:4])(=O)[CH3:2].[CH2:5]1[C:14]2[C:9](=[CH:10][CH:11]=[CH:12][CH:13]=2)[CH2:8][C:7](=[O:15])[O:6]1. (9) Given the product [C:1]([NH:5][S:6]([C:9]1[C:18]2[C:13](=[CH:14][CH:15]=[CH:16][CH:17]=2)[C:12]([N:19]2[C:23]([CH2:24][CH:25]3[CH2:30][CH2:29][CH2:28][CH2:27][CH2:26]3)=[C:22]([Cl:37])[C:21]([C:31]([O:33][CH2:34][CH3:35])=[O:32])=[N:20]2)=[CH:11][CH:10]=1)(=[O:8])=[O:7])([CH3:3])([CH3:4])[CH3:2], predict the reactants needed to synthesize it. The reactants are: [C:1]([NH:5][S:6]([C:9]1[C:18]2[C:13](=[CH:14][CH:15]=[CH:16][CH:17]=2)[C:12]([N:19]2[C:23]([CH2:24][CH:25]3[CH2:30][CH2:29][CH2:28][CH2:27][CH2:26]3)=[CH:22][C:21]([C:31]([O:33][CH2:34][CH3:35])=[O:32])=[N:20]2)=[CH:11][CH:10]=1)(=[O:8])=[O:7])([CH3:4])([CH3:3])[CH3:2].C(Cl)[Cl:37].